Dataset: Forward reaction prediction with 1.9M reactions from USPTO patents (1976-2016). Task: Predict the product of the given reaction. Given the reactants [CH:1]1([CH:7](O)[C:8]2[O:9][C:10]3[CH:17]=[CH:16][C:15]([C:18]#[N:19])=[CH:14][C:11]=3[C:12]=2[CH3:13])[CH2:6][CH2:5][CH2:4][CH2:3][CH2:2]1.S(Cl)([Cl:23])=O.C(=O)([O-])O.[Na+], predict the reaction product. The product is: [Cl:23][CH:7]([CH:1]1[CH2:6][CH2:5][CH2:4][CH2:3][CH2:2]1)[C:8]1[O:9][C:10]2[CH:17]=[CH:16][C:15]([C:18]#[N:19])=[CH:14][C:11]=2[C:12]=1[CH3:13].